From a dataset of Forward reaction prediction with 1.9M reactions from USPTO patents (1976-2016). Predict the product of the given reaction. (1) Given the reactants [C:1]([NH:4][C:5]1[CH:10]=[CH:9][CH:8]=[CH:7][C:6]=1[NH:11][C:12]1[C:13]([F:22])=[C:14]([CH:19]=[CH:20][CH:21]=1)[C:15]([O:17][CH3:18])=[O:16])(=O)[CH3:2], predict the reaction product. The product is: [F:22][C:13]1[C:12]([N:11]2[C:6]3[CH:7]=[CH:8][CH:9]=[CH:10][C:5]=3[N:4]=[C:1]2[CH3:2])=[CH:21][CH:20]=[CH:19][C:14]=1[C:15]([O:17][CH3:18])=[O:16]. (2) Given the reactants [Br:1][CH2:2][C:3]([CH3:8])([CH3:7])[C:4](O)=[O:5].Cl.Cl.[Cl:11][C:12]1[CH:17]=[CH:16][C:15]([N:18]2[CH2:23][CH2:22][NH:21][CH2:20][CH2:19]2)=[CH:14][CH:13]=1.CCN(C(C)C)C(C)C, predict the reaction product. The product is: [Br:1][CH:20]1[NH:21][CH2:22][CH2:23][N:18]([C:15]2[CH:14]=[CH:13][C:12]([Cl:11])=[CH:17][CH:16]=2)[CH2:19]1.[CH3:2][C:3]([CH3:8])([CH3:7])[CH:4]=[O:5].